This data is from Peptide-MHC class II binding affinity with 134,281 pairs from IEDB. The task is: Regression. Given a peptide amino acid sequence and an MHC pseudo amino acid sequence, predict their binding affinity value. This is MHC class II binding data. (1) The peptide sequence is MKNIFMLTLFILIIT. The MHC is DRB1_1201 with pseudo-sequence DRB1_1201. The binding affinity (normalized) is 0.405. (2) The peptide sequence is PVGFFTALAVLIECH. The MHC is DRB1_0101 with pseudo-sequence DRB1_0101. The binding affinity (normalized) is 0.838. (3) The peptide sequence is TKVTFHVVGVGPLLH. The MHC is DRB3_0101 with pseudo-sequence DRB3_0101. The binding affinity (normalized) is 0.348. (4) The peptide sequence is TRKIMKVVNRWLFRH. The MHC is HLA-DQA10201-DQB10301 with pseudo-sequence HLA-DQA10201-DQB10301. The binding affinity (normalized) is 0.